Dataset: Full USPTO retrosynthesis dataset with 1.9M reactions from patents (1976-2016). Task: Predict the reactants needed to synthesize the given product. (1) Given the product [Cl:28][C:17]1[CH:18]=[N:19][C:20]2[C:25]([C:16]=1[CH2:15][CH2:14][N:11]1[CH2:10][CH2:9][CH:8]([NH2:7])[CH2:13][CH2:12]1)=[CH:24][C:23]([O:26][CH3:27])=[CH:22][CH:21]=2, predict the reactants needed to synthesize it. The reactants are: C(OC(=O)[NH:7][CH:8]1[CH2:13][CH2:12][N:11]([CH2:14][CH2:15][C:16]2[C:25]3[C:20](=[CH:21][CH:22]=[C:23]([O:26][CH3:27])[CH:24]=3)[N:19]=[CH:18][C:17]=2[Cl:28])[CH2:10][CH2:9]1)(C)(C)C.C(O)(C(F)(F)F)=O. (2) Given the product [F:48][C@H:28]1[CH2:27][O:26][C:25]([NH2:24])=[N:30][C@@:29]1([C:32]1[CH:37]=[C:36]([NH:38][C:39]2[CH:44]=[CH:43][CH:42]=[CH:41][C:40]=2[O:45][CH3:46])[CH:35]=[CH:34][C:33]=1[F:47])[CH3:31], predict the reactants needed to synthesize it. The reactants are: COC1C=CC(C([NH:24][C:25]2[O:26][CH2:27][C@H:28]([F:48])[C@:29]([C:32]3[CH:37]=[C:36]([NH:38][C:39]4[CH:44]=[CH:43][CH:42]=[CH:41][C:40]=4[O:45][CH3:46])[CH:35]=[CH:34][C:33]=3[F:47])([CH3:31])[N:30]=2)(C2C=CC(OC)=CC=2)C2C=CC=CC=2)=CC=1.FC(F)(F)C(O)=O. (3) Given the product [CH:16]1[C:3]2[CH:2]([N:19]3[CH2:24][CH2:23][CH:22]([CH2:25][CH2:26][CH2:27][CH2:28][NH:29][C:30](=[O:39])[CH2:31][CH2:32][C:33]4[CH:34]=[N:35][CH:36]=[CH:37][CH:38]=4)[CH2:21][CH2:20]3)[C:8]3[CH:9]=[CH:10][CH:11]=[CH:12][C:7]=3[CH2:6][O:5][C:4]=2[CH:13]=[CH:14][CH:15]=1, predict the reactants needed to synthesize it. The reactants are: Cl[CH:2]1[C:8]2[CH:9]=[CH:10][CH:11]=[CH:12][C:7]=2[CH2:6][O:5][C:4]2[CH:13]=[CH:14][CH:15]=[CH:16][C:3]1=2.Cl.Cl.[NH:19]1[CH2:24][CH2:23][CH:22]([CH2:25][CH2:26][CH2:27][CH2:28][NH:29][C:30](=[O:39])[CH2:31][CH2:32][C:33]2[CH:34]=[N:35][CH:36]=[CH:37][CH:38]=2)[CH2:21][CH2:20]1. (4) The reactants are: C[O:2][C:3]1[N:11]([CH:12]2[CH2:15][N:14]([C:16]([O:18]C(C)(C)C)=O)[CH2:13]2)[C:6]2=[N:7][CH:8]=[CH:9][CH:10]=[C:5]2[N:4]=1.FC(F)(F)C(O)=O.N1CC(N2C3=NC=CC=C3NC2=O)C1.[NH:44]1[C:48]2[CH:49]=[CH:50][CH:51]=[CH:52][C:47]=2[N:46]=[C:45]1C(O)=O.CN(C(ON1N=NC2C=CC=CC1=2)=[N+](C)C)C.F[P-](F)(F)(F)(F)F.C(N(CC)CC)C. Given the product [NH:44]1[C:48]2[CH:49]=[CH:50][CH:51]=[CH:52][C:47]=2[N:46]=[C:45]1[C:16]([N:14]1[CH2:13][CH:12]([N:11]2[C:6]3=[N:7][CH:8]=[CH:9][CH:10]=[C:5]3[NH:4][C:3]2=[O:2])[CH2:15]1)=[O:18], predict the reactants needed to synthesize it.